From a dataset of Reaction yield outcomes from USPTO patents with 853,638 reactions. Predict the reaction yield, written as a fraction of the theoretical maximum amount of product (1.0 means a 100% yield; for example, 0.34 means a 34% yield). (1) The reactants are [F:1][C:2]([F:13])([CH2:8][NH:9][CH:10]([CH3:12])[CH3:11])[C:3]([O:5][CH2:6][CH3:7])=[O:4].C([O-])([O-])=O.[K+].[K+].[Cl:20][C:21]1[N:26]=[C:25](Cl)[C:24]([N+:28]([O-:30])=[O:29])=[CH:23][N:22]=1. The catalyst is CC(C)=O.ClCCl. The product is [Cl:20][C:21]1[N:26]=[C:25]([N:9]([CH:10]([CH3:12])[CH3:11])[CH2:8][C:2]([F:13])([F:1])[C:3]([O:5][CH2:6][CH3:7])=[O:4])[C:24]([N+:28]([O-:30])=[O:29])=[CH:23][N:22]=1. The yield is 0.720. (2) The reactants are [CH:1]1([NH:6][C:7]2[CH:8]=[CH:9][CH:10]=[C:11]3[C:15]=2[NH:14][C:13]([C:16]2[S:17][CH2:18][C@@H:19]([CH2:21][C:22](O)=[O:23])[N:20]=2)=[CH:12]3)[CH2:5][CH2:4][CH2:3][CH2:2]1.[NH:25]1[CH2:30][CH2:29][O:28][CH2:27][CH2:26]1. No catalyst specified. The product is [CH:1]1([NH:6][C:7]2[CH:8]=[CH:9][CH:10]=[C:11]3[C:15]=2[NH:14][C:13]([C:16]2[S:17][CH2:18][C@@H:19]([CH2:21][C:22]([N:25]4[CH2:30][CH2:29][O:28][CH2:27][CH2:26]4)=[O:23])[N:20]=2)=[CH:12]3)[CH2:2][CH2:3][CH2:4][CH2:5]1. The yield is 0.160. (3) The reactants are [CH:1]([O:4][C:5](=[O:24])[NH:6][C:7]1[CH:12]=[CH:11][C:10]([C:13]2[NH:14][C:15]3[C:20]([CH:21]=2)=[CH:19][CH:18]=[C:17]([O:22][CH3:23])[CH:16]=3)=[CH:9][CH:8]=1)([CH3:3])[CH3:2].[Cl:25]N1C(=O)CCC1=O. The yield is 0.850. The catalyst is CN(C=O)C.O. The product is [CH:1]([O:4][C:5](=[O:24])[NH:6][C:7]1[CH:8]=[CH:9][C:10]([C:13]2[NH:14][C:15]3[C:20]([C:21]=2[Cl:25])=[CH:19][CH:18]=[C:17]([O:22][CH3:23])[CH:16]=3)=[CH:11][CH:12]=1)([CH3:3])[CH3:2]. (4) The reactants are ClN1C(=O)CCC1=O.[F:9][C:10]1[CH:11]=[CH:12][C:13]([CH:16]=[N:17][OH:18])=[N:14][CH:15]=1.CN([CH:22]=[CH:23][C:24]([O:26][CH2:27][CH3:28])=[O:25])C.C(N(CC)CC)C.Cl. The catalyst is CN(C=O)C.C(Cl)(Cl)Cl. The product is [CH2:27]([O:26][C:24]([C:23]1[C:16]([C:13]2[CH:12]=[CH:11][C:10]([F:9])=[CH:15][N:14]=2)=[N:17][O:18][CH:22]=1)=[O:25])[CH3:28]. The yield is 0.720. (5) The reactants are [Br:1][C:2]1[CH:6]=[C:5]([C:7]#[N:8])[N:4]([CH3:9])[C:3]=1[C:10]1[CH:11]=[CH:12][C:13]2[N:18](C(OC(C)(C)C)=O)[C:17](=[O:26])[O:16][C:15]([CH3:28])([CH3:27])[C:14]=2[CH:29]=1.[O-]CC.[Na+]. The catalyst is C1COCC1.C(O)C. The product is [Br:1][C:2]1[CH:6]=[C:5]([C:7]#[N:8])[N:4]([CH3:9])[C:3]=1[C:10]1[CH:11]=[CH:12][C:13]2[NH:18][C:17](=[O:26])[O:16][C:15]([CH3:27])([CH3:28])[C:14]=2[CH:29]=1. The yield is 0.540. (6) The reactants are O=[CH:2][C:3]1[CH:11]=[CH:10][C:8]([OH:9])=[C:5]([O:6][CH3:7])[CH:4]=1.[NH:12]1[CH2:17][CH2:16][O:15][CH2:14][CH2:13]1.C(O)=O.Cl. The catalyst is O. The product is [CH3:7][O:6][C:5]1[CH:4]=[C:3]([CH2:2][N:12]2[CH2:17][CH2:16][O:15][CH2:14][CH2:13]2)[CH:11]=[CH:10][C:8]=1[OH:9]. The yield is 0.610. (7) The reactants are C1CCN2C(=NCCC2)CC1.[Br:12][C:13]1[CH:18]=[CH:17][C:16]([NH:19][C:20]2[C:21]([C:29]3[N:33](CCC#N)[N:32]=[N:31][N:30]=3)=[CH:22][N:23]([CH3:28])[C:24](=[O:27])[C:25]=2[CH3:26])=[C:15]([F:38])[CH:14]=1. The catalyst is C(Cl)Cl.C(OCC)(=O)C. The product is [Br:12][C:13]1[CH:18]=[CH:17][C:16]([NH:19][C:20]2[C:21]([C:29]3[NH:33][N:32]=[N:31][N:30]=3)=[CH:22][N:23]([CH3:28])[C:24](=[O:27])[C:25]=2[CH3:26])=[C:15]([F:38])[CH:14]=1. The yield is 0.770. (8) The reactants are [Mg].Br[C:3]1[CH:8]=[CH:7][C:6]([CH3:9])=[CH:5][CH:4]=1.[F:10][C:11]([F:19])([F:18])[C:12]([F:17])([F:16])[C:13](O)=[O:14].[BH4-].[Na+]. The catalyst is CCOCC.CO. The product is [F:16][C:12]([F:17])([C:11]([F:19])([F:18])[F:10])[CH:13]([C:3]1[CH:8]=[CH:7][C:6]([CH3:9])=[CH:5][CH:4]=1)[OH:14]. The yield is 0.560.